This data is from Forward reaction prediction with 1.9M reactions from USPTO patents (1976-2016). The task is: Predict the product of the given reaction. (1) Given the reactants Cl.[F:2][C:3]1[CH:11]=[C:10]([F:12])[CH:9]=[C:8]2[C:4]=1[CH2:5][CH2:6][C@H:7]2[NH2:13].[CH:14](=O)[C:15]1[CH:20]=[CH:19][CH:18]=[CH:17][CH:16]=1.[N+:22]([C:25]1[CH:33]=[CH:32][CH:31]=[CH:30][C:26]=1[C:27]([OH:29])=O)([O-:24])=[O:23].C1(C2CCC([N+:46]#[C-:47])=CC2)C=CC=CC=1.C[OH:49], predict the reaction product. The product is: [C:47]([C@@H:14]([C:15]1[CH:20]=[CH:19][CH:18]=[CH:17][CH:16]=1)[N:13]([C@H:7]1[C:8]2[C:4](=[C:3]([F:2])[CH:11]=[C:10]([F:12])[CH:9]=2)[CH2:5][CH2:6]1)[C:27](=[O:29])[C:26]1[CH:30]=[CH:31][CH:32]=[CH:33][C:25]=1[N+:22]([O-:24])=[O:23])(=[O:49])[NH2:46]. (2) Given the reactants C([N:8]1[CH2:11][CH:10]([OH:12])[CH2:9]1)(OC(C)(C)C)=O.[F:13][C:14]([F:23])([F:22])[C:15]1[CH:16]=[C:17](O)[CH:18]=[CH:19][CH:20]=1, predict the reaction product. The product is: [F:13][C:14]([F:23])([F:22])[C:15]1[CH:20]=[C:19]([CH:18]=[CH:17][CH:16]=1)[O:12][CH:10]1[CH2:9][NH:8][CH2:11]1. (3) Given the reactants C[O:2][C:3]([C:5]1[O:6][C:7]2[C:13]([CH3:14])=[C:12]([CH3:15])[C:11]([OH:16])=[CH:10][C:8]=2[CH:9]=1)=O.[H-].[Al+3].[Li+].[H-].[H-].[H-].O, predict the reaction product. The product is: [OH:2][CH2:3][C:5]1[O:6][C:7]2[C:13]([CH3:14])=[C:12]([CH3:15])[C:11]([OH:16])=[CH:10][C:8]=2[CH:9]=1. (4) Given the reactants [C:1]12([C:11]3[CH:16]=[C:15]([Br:17])[C:14]([OH:18])=[C:13]([NH2:19])[CH:12]=3)[CH2:10][CH:5]3[CH2:6][CH:7]([CH2:9][CH:3]([CH2:4]3)[CH2:2]1)[CH2:8]2.[C:20]1(C)C=CC(S(O)(=O)=O)=C[CH:21]=1, predict the reaction product. The product is: [C:1]12([C:11]3[CH:16]=[C:15]([Br:17])[C:14]4[O:18][C:20]([CH3:21])=[N:19][C:13]=4[CH:12]=3)[CH2:2][CH:3]3[CH2:9][CH:7]([CH2:6][CH:5]([CH2:4]3)[CH2:10]1)[CH2:8]2. (5) Given the reactants [F:1][C:2]1[CH:3]=[C:4]2[C:9](=[C:10]([NH2:12])[CH:11]=1)[N:8]=[CH:7][CH:6]=[CH:5]2.[C:13]([C:15]1[N:20]=[CH:19][C:18]([S:21](Cl)(=[O:23])=[O:22])=[CH:17][CH:16]=1)#[N:14].N1C=CC=CC=1, predict the reaction product. The product is: [F:1][C:2]1[CH:3]=[C:4]2[C:9](=[C:10]([NH:12][S:21]([C:18]3[CH:19]=[N:20][C:15]([C:13]#[N:14])=[CH:16][CH:17]=3)(=[O:22])=[O:23])[CH:11]=1)[N:8]=[CH:7][CH:6]=[CH:5]2. (6) Given the reactants [OH:1][NH:2][C:3]([C:5]1[C:9]([NH:10][CH2:11][CH2:12][NH:13][S:14]([CH3:17])(=[O:16])=[O:15])=[N:8][O:7][N:6]=1)=[NH:4].Cl.N([O-])=O.[Na+].[F:23][C:24]1[CH:30]=[CH:29][C:27](N)=[CH:26][C:25]=1[CH3:31], predict the reaction product. The product is: [F:23][C:24]1[CH:30]=[CH:29][C:27]([NH:4][C:3]([C:5]2[C:9]([NH:10][CH2:11][CH2:12][NH:13][S:14]([CH3:17])(=[O:16])=[O:15])=[N:8][O:7][N:6]=2)=[N:2][OH:1])=[CH:26][C:25]=1[CH3:31]. (7) Given the reactants [N+:1]([C:4]1[CH:12]=[CH:11][CH:10]=[C:9]2[C:5]=1[CH:6]=[N:7][N:8]2[CH2:13][CH:14]1[CH2:19][CH2:18][CH2:17][N:16](C(OC(C)(C)C)=O)[CH2:15]1)([O-:3])=[O:2].FC(F)(F)C(O)=O, predict the reaction product. The product is: [N+:1]([C:4]1[CH:12]=[CH:11][CH:10]=[C:9]2[C:5]=1[CH:6]=[N:7][N:8]2[CH2:13][CH:14]1[CH2:19][CH2:18][CH2:17][NH:16][CH2:15]1)([O-:3])=[O:2]. (8) Given the reactants [CH2:1]([O:8][C:9]1[CH:13]=[C:12]([C:14](OC)=[O:15])[N:11]([CH3:18])[N:10]=1)[C:2]1[CH:7]=[CH:6][CH:5]=[CH:4][CH:3]=1.[H-].[Al+3].[Li+].[H-].[H-].[H-].O.O.O.O.O.O.O.O.O.O.[O-]S([O-])(=O)=O.[Na+].[Na+], predict the reaction product. The product is: [CH2:1]([O:8][C:9]1[CH:13]=[C:12]([CH2:14][OH:15])[N:11]([CH3:18])[N:10]=1)[C:2]1[CH:3]=[CH:4][CH:5]=[CH:6][CH:7]=1.